Dataset: Retrosynthesis with 50K atom-mapped reactions and 10 reaction types from USPTO. Task: Predict the reactants needed to synthesize the given product. Given the product O=C(NCc1nc(C(F)(F)F)no1)c1cnc(O[C@@H]2CCOC2)c(-c2ccc(Cl)cc2)c1, predict the reactants needed to synthesize it. The reactants are: NCc1nc(C(F)(F)F)no1.O=C(O)c1cnc(O[C@@H]2CCOC2)c(-c2ccc(Cl)cc2)c1.